This data is from Peptide-MHC class I binding affinity with 185,985 pairs from IEDB/IMGT. The task is: Regression. Given a peptide amino acid sequence and an MHC pseudo amino acid sequence, predict their binding affinity value. This is MHC class I binding data. (1) The peptide sequence is LMSDNPKAST. The MHC is HLA-A02:02 with pseudo-sequence HLA-A02:02. The binding affinity (normalized) is 0.160. (2) The peptide sequence is LTEPPTLAY. The MHC is HLA-A29:02 with pseudo-sequence HLA-A29:02. The binding affinity (normalized) is 0.404. (3) The peptide sequence is RMMETWHPL. The MHC is HLA-B39:01 with pseudo-sequence HLA-B39:01. The binding affinity (normalized) is 0.872. (4) The peptide sequence is IINAHRIPK. The MHC is HLA-B58:01 with pseudo-sequence HLA-B58:01. The binding affinity (normalized) is 0.0847. (5) The peptide sequence is YQRALHTSI. The MHC is HLA-B27:05 with pseudo-sequence HLA-B27:05. The binding affinity (normalized) is 0.295. (6) The peptide sequence is REFYLRVGF. The MHC is HLA-A69:01 with pseudo-sequence HLA-A69:01. The binding affinity (normalized) is 0.0847. (7) The peptide sequence is ILDDNLYKV. The MHC is HLA-A02:06 with pseudo-sequence HLA-A02:06. The binding affinity (normalized) is 0.887. (8) The binding affinity (normalized) is 0.314. The MHC is HLA-A02:06 with pseudo-sequence HLA-A02:06. The peptide sequence is ETYTRPEIDV. (9) The binding affinity (normalized) is 0.0847. The MHC is HLA-A02:01 with pseudo-sequence HLA-A02:01. The peptide sequence is HIPEVCLKW. (10) The peptide sequence is TVLEFILQK. The MHC is HLA-B46:01 with pseudo-sequence HLA-B46:01. The binding affinity (normalized) is 0.0847.